This data is from Reaction yield outcomes from USPTO patents with 853,638 reactions. The task is: Predict the reaction yield, written as a fraction of the theoretical maximum amount of product (1.0 means a 100% yield; for example, 0.34 means a 34% yield). The reactants are [CH2:1]([O:8][C:9]1[C:13]([CH2:14][CH2:15][CH2:16][OH:17])=[CH:12][N:11]([C:18]2[CH:23]=[CH:22][C:21]([C:24]([F:27])([F:26])[F:25])=[CH:20][N:19]=2)[N:10]=1)[C:2]1[CH:7]=[CH:6][CH:5]=[CH:4][CH:3]=1.O[C:29]1[CH:33]=[C:32]([CH2:34][CH2:35][C:36]([O:38]CC)=[O:37])[N:31]([C:41]2[CH:46]=[CH:45][CH:44]=[CH:43][CH:42]=2)[N:30]=1.C(P(CCCC)CCCC)CCC.N(C(N1CCCCC1)=O)=NC(N1CCCCC1)=O. The catalyst is O1CCCC1. The product is [CH2:1]([O:8][C:9]1[C:13]([CH2:14][CH2:15][CH2:16][O:17][C:29]2[CH:33]=[C:32]([CH2:34][CH2:35][C:36]([OH:38])=[O:37])[N:31]([C:41]3[CH:46]=[CH:45][CH:44]=[CH:43][CH:42]=3)[N:30]=2)=[CH:12][N:11]([C:18]2[CH:23]=[CH:22][C:21]([C:24]([F:26])([F:25])[F:27])=[CH:20][N:19]=2)[N:10]=1)[C:2]1[CH:7]=[CH:6][CH:5]=[CH:4][CH:3]=1. The yield is 0.810.